This data is from Full USPTO retrosynthesis dataset with 1.9M reactions from patents (1976-2016). The task is: Predict the reactants needed to synthesize the given product. (1) Given the product [CH2:47]([N:49]1[C:53](/[CH:54]=[CH:1]\[C:3]2[C:4]([O:14][CH2:15][C:16]3[CH:42]=[CH:41][C:19]([O:20][CH2:21][C:22]4[N:23]=[C:24]([C:29]5[CH:30]=[CH:31][C:32]([CH2:35][C:36]([O:38][CH2:39][CH3:40])=[O:37])=[CH:33][CH:34]=5)[O:25][C:26]=4[CH3:27])=[C:18]([O:43][CH3:44])[CH:17]=3)=[N:5][N:6]([C:8]3[CH:13]=[CH:12][CH:11]=[CH:10][CH:9]=3)[CH:7]=2)=[CH:52][N:51]=[CH:50]1)[CH3:48], predict the reactants needed to synthesize it. The reactants are: [CH:1]([C:3]1[C:4]([O:14][CH2:15][C:16]2[CH:42]=[CH:41][C:19]([O:20][CH2:21][C:22]3[N:23]=[C:24]([C:29]4[CH:34]=[CH:33][C:32]([CH2:35][C:36]([O:38][CH2:39][CH3:40])=[O:37])=[CH:31][CH:30]=4)[O:25][C:26]=3[CH2:27]C)=[C:18]([O:43][CH3:44])[CH:17]=2)=[N:5][N:6]([C:8]2[CH:13]=[CH:12][CH:11]=[CH:10][CH:9]=2)[CH:7]=1)=O.Cl.[Cl-].[CH2:47]([N:49]1[C:53]([CH2:54][P+](C2C=CC=CC=2)(C2C=CC=CC=2)C2C=CC=CC=2)=[CH:52][N:51]=[CH:50]1)[CH3:48].C(=O)([O-])[O-].[K+].[K+].CN(C)C=O. (2) Given the product [CH:22]1([C:20]([N:17]2[CH2:18][CH2:19][C@@H:15]([CH2:14][N:9]3[C:8]([C:5]4[CH:6]=[CH:7][C:2]([C:33]5[CH:34]=[C:35]6[C:39](=[CH:40][CH:41]=5)[NH:38][N:37]=[CH:36]6)=[CH:3][CH:4]=4)=[N:12][NH:11][C:10]3=[O:13])[CH2:16]2)=[O:21])[CH2:24][CH2:23]1, predict the reactants needed to synthesize it. The reactants are: Br[C:2]1[CH:7]=[CH:6][C:5]([C:8]2[N:9]([CH2:14][C@@H:15]3[CH2:19][CH2:18][N:17]([C:20]([CH:22]4[CH2:24][CH2:23]4)=[O:21])[CH2:16]3)[C:10](=[O:13])[NH:11][N:12]=2)=[CH:4][CH:3]=1.CC1(C)C(C)(C)OB([C:33]2[CH:34]=[C:35]3[C:39](=[CH:40][CH:41]=2)[N:38](C(OC(C)(C)C)=O)[N:37]=[CH:36]3)O1.[O-]P([O-])([O-])=O.[K+].[K+].[K+]. (3) Given the product [C:10]([C:5]1[C:6]([C:8]#[N:9])=[CH:7][C:2]2[N:1]([CH2:24][CH2:23][CH3:33])[C:13]([C:14]3[CH:19]=[CH:18][CH:17]=[CH:16][CH:15]=3)=[N:12][C:3]=2[CH:4]=1)#[N:11], predict the reactants needed to synthesize it. The reactants are: [NH2:1][C:2]1[CH:7]=[C:6]([C:8]#[N:9])[C:5]([C:10]#[N:11])=[CH:4][C:3]=1[NH2:12].[CH:13](=O)[C:14]1[CH:19]=[CH:18][CH:17]=[CH:16][CH:15]=1.O=O.[CH2:23]1[CH2:33]CN2C(=NCCC2)C[CH2:24]1.ICCC.